Dataset: Forward reaction prediction with 1.9M reactions from USPTO patents (1976-2016). Task: Predict the product of the given reaction. (1) Given the reactants [C:1]1([CH2:7][CH2:8][CH2:9][NH2:10])[CH:6]=[CH:5]C=CC=1.[CH2:11]1[C:19]2[C:14](=[CH:15][CH:16]=[CH:17][CH:18]=2)[CH2:13][N:12]1[C:20]([NH:22][C:23]1[N:28]=[N:27][C:26]([C:29]([OH:31])=O)=[CH:25][CH:24]=1)=[O:21].C1C2C(=CC=CC=2)CN1C(NC1C=CC(C(O)=O)=CC=1)=O, predict the reaction product. The product is: [CH:8]1([CH2:9][NH:10][C:29]([C:26]2[N:27]=[N:28][C:23]([NH:22][C:20]([N:12]3[CH2:11][C:19]4[C:14](=[CH:15][CH:16]=[CH:17][CH:18]=4)[CH2:13]3)=[O:21])=[CH:24][CH:25]=2)=[O:31])[CH2:5][CH2:6][CH2:1][CH2:7]1. (2) Given the reactants [F:1][C:2]1[C:7]([F:8])=[CH:6][CH:5]=[CH:4][C:3]=1[C:9]1[N:41]=[C:12]2[CH:13]=[N:14][N:15]([CH:17]([C:22]3[O:26][N:25]=[C:24]([C:27]4[CH:32]=[CH:31][C:30]([O:33][CH2:34][CH2:35][CH3:36])=[CH:29][C:28]=4[C:37]([F:40])([F:39])[F:38])[CH:23]=3)[C:18]([O:20]C)=O)[CH:16]=[C:11]2[N:10]=1.[CH3:42][NH2:43].CO, predict the reaction product. The product is: [F:1][C:2]1[C:7]([F:8])=[CH:6][CH:5]=[CH:4][C:3]=1[C:9]1[N:41]=[C:12]2[CH:13]=[N:14][N:15]([CH:17]([C:22]3[O:26][N:25]=[C:24]([C:27]4[CH:32]=[CH:31][C:30]([O:33][CH2:34][CH2:35][CH3:36])=[CH:29][C:28]=4[C:37]([F:38])([F:40])[F:39])[CH:23]=3)[C:18]([NH:43][CH3:42])=[O:20])[CH:16]=[C:11]2[N:10]=1. (3) Given the reactants C1(C(C2C=CC=CC=2)[N:8]2[C:16]3[C:11](=[CH:12][CH:13]=[CH:14][CH:15]=3)[C:10]3([C:20]4[CH:21]=[C:22]([CH3:27])[C:23]([O:25][CH3:26])=[CH:24][C:19]=4[O:18][CH2:17]3)[C:9]2=[O:28])C=CC=CC=1.C([SiH](CC)CC)C, predict the reaction product. The product is: [CH3:26][O:25][C:23]1[C:22]([CH3:27])=[CH:21][C:20]2[C:10]3([CH2:17][O:18][C:19]=2[CH:24]=1)[C:11]1[C:16](=[CH:15][CH:14]=[CH:13][CH:12]=1)[NH:8][C:9]3=[O:28].